The task is: Predict which catalyst facilitates the given reaction.. This data is from Catalyst prediction with 721,799 reactions and 888 catalyst types from USPTO. (1) Reactant: ClC(Cl)(O[C:5](=[O:11])OC(Cl)(Cl)Cl)Cl.[Si:13]([O:30][CH2:31][C@@H:32]([NH2:46])[CH2:33][NH:34][CH2:35][C:36]12[CH2:45][CH:40]3[CH2:41][CH:42]([CH2:44][CH:38]([CH2:39]3)[CH2:37]1)[CH2:43]2)([C:26]([CH3:29])([CH3:28])[CH3:27])([C:20]1[CH:25]=[CH:24][CH:23]=[CH:22][CH:21]=1)[C:14]1[CH:19]=[CH:18][CH:17]=[CH:16][CH:15]=1.C(N(CC)CC)C. Product: [Si:13]([O:30][CH2:31][C@@H:32]1[CH2:33][N:34]([CH2:35][C:36]23[CH2:37][CH:38]4[CH2:39][CH:40]([CH2:41][CH:42]([CH2:44]4)[CH2:43]2)[CH2:45]3)[C:5](=[O:11])[NH:46]1)([C:26]([CH3:27])([CH3:28])[CH3:29])([C:20]1[CH:25]=[CH:24][CH:23]=[CH:22][CH:21]=1)[C:14]1[CH:19]=[CH:18][CH:17]=[CH:16][CH:15]=1. The catalyst class is: 34. (2) Reactant: [H-].[Na+].[Br:3][C:4]1[C:5]([CH3:9])=[N:6][NH:7][CH:8]=1.CS(O[CH:15]1[CH2:20][CH2:19][N:18]([C:21]([O:23][C:24]([CH3:27])([CH3:26])[CH3:25])=[O:22])[CH2:17][CH2:16]1)(=O)=O. Product: [Br:3][C:4]1[CH:8]=[N:7][N:6]([CH:15]2[CH2:20][CH2:19][N:18]([C:21]([O:23][C:24]([CH3:27])([CH3:26])[CH3:25])=[O:22])[CH2:17][CH2:16]2)[C:5]=1[CH3:9].[Br:3][C:4]1[C:5]([CH3:9])=[N:6][N:7]([CH:15]2[CH2:20][CH2:19][N:18]([C:21]([O:23][C:24]([CH3:27])([CH3:26])[CH3:25])=[O:22])[CH2:17][CH2:16]2)[CH:8]=1. The catalyst class is: 3.